Predict the product of the given reaction. From a dataset of Forward reaction prediction with 1.9M reactions from USPTO patents (1976-2016). (1) Given the reactants [Cl:1][C:2]1[CH:10]=[CH:9][C:5]([C:6]([OH:8])=[O:7])=[CH:4][C:3]=1[S:11](=[O:14])(=[O:13])[NH2:12].[CH2:15](O)[CH3:16], predict the reaction product. The product is: [CH2:15]([O:7][C:6](=[O:8])[C:5]1[CH:9]=[CH:10][C:2]([Cl:1])=[C:3]([S:11](=[O:13])(=[O:14])[NH2:12])[CH:4]=1)[CH3:16].[Cl:1][C:2]1[CH:10]=[CH:9][C:5]([CH:6]=[O:7])=[CH:4][C:3]=1[S:11]([NH2:12])(=[O:14])=[O:13]. (2) Given the reactants [Cl:1][C:2]1[C:10]2[C:5](=[CH:6][C:7]([N+:11]([O-:13])=[O:12])=[CH:8][CH:9]=2)[NH:4][N:3]=1.C(=O)([O-])[O-].[K+].[K+].Cl[CH2:21][CH2:22][N:23]1[CH2:27][CH2:26][CH2:25][CH2:24]1, predict the reaction product. The product is: [Cl:1][C:2]1[C:10]2[C:5](=[CH:6][C:7]([N+:11]([O-:13])=[O:12])=[CH:8][CH:9]=2)[N:4]([CH2:21][CH2:22][N:23]2[CH2:27][CH2:26][CH2:25][CH2:24]2)[N:3]=1. (3) Given the reactants Cl[C:2]1[N:7]=[C:6]([N:8]2[C:12]([C:13]([F:16])([F:15])[F:14])=[C:11]([C:17]([O:19][CH2:20][CH3:21])=[O:18])[CH:10]=[N:9]2)[CH:5]=[CH:4][CH:3]=1.[F:22][C:23]1[CH:24]=[CH:25][C:26]([CH:32]=[O:33])=[C:27](B(O)O)[CH:28]=1.C([O-])([O-])=O.[Na+].[Na+], predict the reaction product. The product is: [F:22][C:23]1[CH:28]=[CH:27][C:26]([CH:32]=[O:33])=[C:25]([C:2]2[N:7]=[C:6]([N:8]3[C:12]([C:13]([F:16])([F:15])[F:14])=[C:11]([C:17]([O:19][CH2:20][CH3:21])=[O:18])[CH:10]=[N:9]3)[CH:5]=[CH:4][CH:3]=2)[CH:24]=1. (4) Given the reactants [C:1]([O:5][C:6]([N:8]([CH2:23][C:24]([F:27])([F:26])[F:25])[C:9]1[CH:14]=[C:13]([C:15]2[O:16][CH:17]=[C:18]([C:20]([OH:22])=[O:21])[N:19]=2)[CH:12]=[CH:11][N:10]=1)=[O:7])([CH3:4])([CH3:3])[CH3:2].[F:28][C:29]1[C:34](O)=[C:33]([F:36])[C:32]([F:37])=[C:31]([F:38])[C:30]=1[F:39].CN(C(ON1N=NC2C=CC=NC1=2)=[N+](C)C)C.F[P-](F)(F)(F)(F)F.[Cl-].[NH4+], predict the reaction product. The product is: [C:1]([O:5][C:6]([N:8]([CH2:23][C:24]([F:27])([F:26])[F:25])[C:9]1[CH:14]=[C:13]([C:15]2[O:16][CH:17]=[C:18]([C:20]([O:22][C:34]3[C:33]([F:36])=[C:32]([F:37])[C:31]([F:38])=[C:30]([F:39])[C:29]=3[F:28])=[O:21])[N:19]=2)[CH:12]=[CH:11][N:10]=1)=[O:7])([CH3:4])([CH3:2])[CH3:3]. (5) Given the reactants [CH:1]1([C:4]2[N:5]=[C:6]([C:9](Cl)=[O:10])[S:7][CH:8]=2)[CH2:3][CH2:2]1.[NH2:12][C:13]1[C:18]([Cl:19])=[C:17]([O:20][CH3:21])[CH:16]=[CH:15][C:14]=1[C:22](=[O:24])[CH3:23].O, predict the reaction product. The product is: [C:22]([C:14]1[C:13]([NH:12][C:9]([C:6]2[S:7][CH:8]=[C:4]([CH:1]3[CH2:3][CH2:2]3)[N:5]=2)=[O:10])=[C:18]([Cl:19])[C:17]([O:20][CH3:21])=[CH:16][CH:15]=1)(=[O:24])[CH3:23]. (6) Given the reactants [Cl:1][C:2]1[CH:7]=[CH:6]N=[C:4]2[CH:8]=[CH:9][S:10][C:3]=12.[Li][CH2:12]CCC.Br[C:17]1[N:22]=[CH:21][C:20]([CH2:23][N:24]([CH2:32][CH2:33][O:34][CH3:35])C(=O)OC(C)(C)C)=[CH:19][CH:18]=1, predict the reaction product. The product is: [Cl:1][C:2]1[C:3]2[S:10][C:9]([C:17]3[N:22]=[CH:21][C:20]([CH2:23][NH:24][CH2:32][CH2:33][O:34][CH3:35])=[CH:19][CH:18]=3)=[CH:8][C:4]=2[CH:12]=[CH:6][CH:7]=1. (7) Given the reactants [OH:1][CH:2]1[CH2:11][CH2:10][CH2:9][C:8]2[C:3]1([C:14]1[CH:19]=[CH:18][CH:17]=[C:16]([O:20][CH3:21])[CH:15]=1)[CH2:4][CH2:5][C:6](=[O:13])[C:7]=2[CH3:12], predict the reaction product. The product is: [OH:1][CH:2]1[CH2:11][CH2:10][CH2:9][CH:8]2[C:3]1([C:14]1[CH:19]=[CH:18][CH:17]=[C:16]([O:20][CH3:21])[CH:15]=1)[CH2:4][CH2:5][C:6](=[O:13])[CH:7]2[CH3:12]. (8) The product is: [NH2:1][CH2:2][C@@H:3]([CH2:8][C@@H:9]([CH3:12])[CH2:10][CH2:11][CH3:13])[CH2:4][C:5]([OH:7])=[O:6]. Given the reactants [NH2:1][CH2:2][C@@H:3]([CH2:8][C@H:9]([CH3:12])[CH2:10][CH3:11])[CH2:4][C:5]([OH:7])=[O:6].[CH3:13]C#N, predict the reaction product. (9) Given the reactants Br[C:2]1[CH:7]=[CH:6][C:5]([C:8]2[N:9]=[C:10]([C:27]3[CH:32]=[CH:31][CH:30]=[C:29]([Cl:33])[CH:28]=3)[O:11][C:12]=2[C@@H:13]2[CH2:18][CH2:17][CH2:16][CH2:15][C@H:14]2[C:19]([NH:21][C:22]2([C:25]#[N:26])[CH2:24][CH2:23]2)=[O:20])=[CH:4][CH:3]=1.Cl.[NH:35]1[CH2:40][CH2:39][S:38](=[O:42])(=[O:41])[CH2:37][CH2:36]1.P([O-])([O-])([O-])=O.[K+].[K+].[K+], predict the reaction product. The product is: [Cl:33][C:29]1[CH:28]=[C:27]([C:10]2[O:11][C:12]([C@@H:13]3[CH2:18][CH2:17][CH2:16][CH2:15][C@H:14]3[C:19]([NH:21][C:22]3([C:25]#[N:26])[CH2:24][CH2:23]3)=[O:20])=[C:8]([C:5]3[CH:6]=[CH:7][C:2]([N:35]4[CH2:40][CH2:39][S:38](=[O:42])(=[O:41])[CH2:37][CH2:36]4)=[CH:3][CH:4]=3)[N:9]=2)[CH:32]=[CH:31][CH:30]=1. (10) The product is: [CH:7]1[CH:8]=[CH:9][C:4]([CH2:3][C@@H:2]2[NH:1][C:14](=[O:16])[O:12][C:10]2=[O:11])=[CH:5][CH:6]=1. Given the reactants [NH2:1][C@H:2]([C:10]([OH:12])=[O:11])[CH2:3][C:4]1[CH:9]=[CH:8][CH:7]=[CH:6][CH:5]=1.Cl[C:14](Cl)([O:16]C(=O)OC(Cl)(Cl)Cl)Cl.[Al], predict the reaction product.